This data is from Full USPTO retrosynthesis dataset with 1.9M reactions from patents (1976-2016). The task is: Predict the reactants needed to synthesize the given product. (1) Given the product [ClH:2].[CH3:21][C:17]1[CH:16]=[C:15]([N:22]2[CH2:26][CH2:25][CH2:24][CH2:23]2)[C:14]2[C:19](=[CH:20][C:11]([O:10][CH2:9][C:6]3[CH:7]=[N:8][C:3]([N:27]4[CH2:32][CH2:31][O:30][CH2:29][CH2:28]4)=[CH:4][CH:5]=3)=[CH:12][CH:13]=2)[N:18]=1, predict the reactants needed to synthesize it. The reactants are: Cl.[Cl:2][C:3]1[N:8]=[CH:7][C:6]([CH2:9][O:10][C:11]2[CH:20]=[C:19]3[C:14]([C:15]([N:22]4[CH2:26][CH2:25][CH2:24][CH2:23]4)=[CH:16][C:17]([CH3:21])=[N:18]3)=[CH:13][CH:12]=2)=[CH:5][CH:4]=1.[NH:27]1[CH2:32][CH2:31][O:30][CH2:29][CH2:28]1. (2) Given the product [CH3:1][O:2][C:3](=[O:19])[CH2:4][CH2:5][N:6]1[C:10]2[CH:11]=[CH:12][CH:13]=[CH:14][C:9]=2[NH:8][C:7]1=[O:18], predict the reactants needed to synthesize it. The reactants are: [CH3:1][O:2][C:3](=[O:19])[CH2:4][CH2:5][N:6]1[C:10]2[CH:11]=[CH:12][CH:13]=[CH:14][C:9]=2[N:8](C(C)=C)[C:7]1=[O:18].CO.O.Cl. (3) Given the product [CH:9]1([CH2:8][C:6]2[CH:7]=[C:2]([OH:1])[C:3](=[O:16])[NH:4][N:5]=2)[CH2:10][CH2:15][CH2:14][CH2:13][CH2:12]1, predict the reactants needed to synthesize it. The reactants are: [OH:1][C:2]1[C:3](=[O:16])[NH:4][N:5]=[C:6]([CH2:8][CH2:9][C:10]2[CH:15]=[CH:14][CH:13]=[CH:12]C=2)[CH:7]=1.C(OC1N=NC(CC2CCCCC2)=CC=1OCC1C=CC=CC=1)C1C=CC=CC=1.